From a dataset of KCNQ2 potassium channel screen with 302,405 compounds. Binary Classification. Given a drug SMILES string, predict its activity (active/inactive) in a high-throughput screening assay against a specified biological target. (1) The drug is Clc1ccc(c2nn(nn2)CCOc2ccc(OC)cc2)cc1. The result is 0 (inactive). (2) The molecule is ClCc1nc(sc1)c1cc(OC)c(OC)cc1. The result is 0 (inactive). (3) The molecule is S(=O)(=O)(N1CCOCC1)c1ccc(cc1)C(=O)Nc1ccc(cc1)C. The result is 0 (inactive).